Dataset: Full USPTO retrosynthesis dataset with 1.9M reactions from patents (1976-2016). Task: Predict the reactants needed to synthesize the given product. Given the product [CH:1]1([CH2:6][CH:7]([N:11]2[C:16](=[O:17])[CH:15]=[C:14]([O:18][C:19]3[CH:24]=[CH:23][CH:22]=[CH:21][C:20]=3[CH2:25][CH2:26][OH:27])[CH:13]=[N:12]2)[C:8]([NH:40][C:37]2[CH:38]=[CH:39][N:35]([CH2:34][C@@H:32]3[CH2:31][O:30][C:29]([CH3:41])([CH3:28])[O:33]3)[N:36]=2)=[O:9])[CH2:5][CH2:4][CH2:3][CH2:2]1, predict the reactants needed to synthesize it. The reactants are: [CH:1]1([CH2:6][CH:7]([N:11]2[C:16](=[O:17])[CH:15]=[C:14]([O:18][C:19]3[CH:24]=[CH:23][CH:22]=[CH:21][C:20]=3[CH2:25][CH2:26][OH:27])[CH:13]=[N:12]2)[C:8](O)=[O:9])[CH2:5][CH2:4][CH2:3][CH2:2]1.[CH3:28][C:29]1([CH3:41])[O:33][C@H:32]([CH2:34][N:35]2[CH:39]=[CH:38][C:37]([NH2:40])=[N:36]2)[CH2:31][O:30]1.